Dataset: Forward reaction prediction with 1.9M reactions from USPTO patents (1976-2016). Task: Predict the product of the given reaction. (1) Given the reactants [F:1][C:2]1[CH:10]=[C:9]2[C:5]([C:6]([CH:17]3[CH2:22][CH2:21][NH:20][CH2:19][CH2:18]3)=[CH:7][N:8]2[CH2:11][C:12]2[CH:16]=[CH:15][S:14][CH:13]=2)=[CH:4][CH:3]=1.C([O:25][C:26](=[O:37])[C:27]1[CH:32]=[C:31]([CH2:33]Br)[CH:30]=[CH:29][C:28]=1[O:35][CH3:36])C, predict the reaction product. The product is: [F:1][C:2]1[CH:10]=[C:9]2[C:5]([C:6]([CH:17]3[CH2:22][CH2:21][N:20]([CH2:33][C:31]4[CH:30]=[CH:29][C:28]([O:35][CH3:36])=[C:27]([CH:32]=4)[C:26]([OH:37])=[O:25])[CH2:19][CH2:18]3)=[CH:7][N:8]2[CH2:11][C:12]2[CH:16]=[CH:15][S:14][CH:13]=2)=[CH:4][CH:3]=1. (2) Given the reactants [NH2:1][C:2]1[N:7]=[CH:6][N:5]=[C:4]2[N:8]([CH:32]3[CH2:36][CH2:35][NH:34][CH2:33]3)[N:9]=[C:10]([C:11]3[CH:16]=[CH:15][C:14]([NH:17][C:18]([C:20]4[N:21]([CH3:29])[C:22]5[C:27]([CH:28]=4)=[CH:26][CH:25]=[CH:24][CH:23]=5)=[O:19])=[C:13]([O:30][CH3:31])[CH:12]=3)[C:3]=12.[CH3:37][C:38]1[C:42]([CH:43]=O)=[CH:41][NH:40][N:39]=1.C(O[BH-](OC(=O)C)OC(=O)C)(=O)C.[Na+].[OH-].[Na+], predict the reaction product. The product is: [NH2:1][C:2]1[N:7]=[CH:6][N:5]=[C:4]2[N:8]([CH:32]3[CH2:36][CH2:35][N:34]([CH2:43][C:42]4[C:38]([CH3:37])=[N:39][NH:40][CH:41]=4)[CH2:33]3)[N:9]=[C:10]([C:11]3[CH:16]=[CH:15][C:14]([NH:17][C:18]([C:20]4[N:21]([CH3:29])[C:22]5[C:27]([CH:28]=4)=[CH:26][CH:25]=[CH:24][CH:23]=5)=[O:19])=[C:13]([O:30][CH3:31])[CH:12]=3)[C:3]=12. (3) Given the reactants [C:1]([N:5]1[CH:13]=[C:12]2[C:7]([CH:8]=[C:9]([N+:14]([O-])=O)[CH:10]=[CH:11]2)=[N:6]1)([CH3:4])([CH3:3])[CH3:2], predict the reaction product. The product is: [C:1]([N:5]1[CH:13]=[C:12]2[C:7]([CH:8]=[C:9]([NH2:14])[CH:10]=[CH:11]2)=[N:6]1)([CH3:4])([CH3:2])[CH3:3].